From a dataset of Full USPTO retrosynthesis dataset with 1.9M reactions from patents (1976-2016). Predict the reactants needed to synthesize the given product. (1) Given the product [ClH:1].[CH3:25][O:24][C:21]1[CH:22]=[CH:23][C:18]([CH2:17][NH:16][C:14]2[N:13]([CH3:26])[C:12]3[CH:27]=[CH:28][C:9]([N:8]([CH3:29])[C:6]4[CH:5]=[CH:4][N:3]=[C:2]([NH:30][C:31]5[CH:32]=[C:33]([S:37]([NH2:40])(=[O:38])=[O:39])[CH:34]=[CH:35][CH:36]=5)[N:7]=4)=[CH:10][C:11]=3[N:15]=2)=[CH:19][CH:20]=1, predict the reactants needed to synthesize it. The reactants are: [Cl:1][C:2]1[N:7]=[C:6]([N:8]([CH3:29])[C:9]2[CH:28]=[CH:27][C:12]3[N:13]([CH3:26])[C:14]([NH:16][CH2:17][C:18]4[CH:23]=[CH:22][C:21]([O:24][CH3:25])=[CH:20][CH:19]=4)=[N:15][C:11]=3[CH:10]=2)[CH:5]=[CH:4][N:3]=1.[NH2:30][C:31]1[CH:32]=[C:33]([S:37]([NH2:40])(=[O:39])=[O:38])[CH:34]=[CH:35][CH:36]=1. (2) Given the product [CH:9]1([C@@H:7]2[CH2:8][C@H:6]2[C:4]([OH:5])=[O:3])[CH2:14][CH2:13][CH2:12][CH2:11][CH2:10]1, predict the reactants needed to synthesize it. The reactants are: C([O:3][C:4]([C@@H:6]1[CH2:8][C@H:7]1[CH:9]1[CH2:14][CH2:13][CH2:12][CH2:11][CH2:10]1)=[O:5])C.[OH-].[Na+]. (3) Given the product [CH3:1][N:2]1[C@H:12]2[CH2:13][C:14]3[CH:19]=[CH:18][C:17]([OH:20])=[C:16]4[O:22][C@H:6]5[C:7]([CH:9]=[CH:10][C@:11]2([OH:23])[C@:5]5([C:15]=34)[CH2:4][CH2:3]1)=[O:8], predict the reactants needed to synthesize it. The reactants are: [CH3:1][N:2]1[C@@H:12]2[CH2:13][C:14]3[CH:19]=[CH:18][C:17]([O:20]C)=[C:16]4[O:22][C@H:6]5[C:7]([CH2:9][CH2:10][C@:11]2([OH:23])[C@:5]5([C:15]=34)[CH2:4][CH2:3]1)=[O:8].C1C=C(Cl)C=C(C(OO)=O)C=1. (4) Given the product [N+:15]([C:5]1[CH:6]=[C:7]([CH:11]=[CH:12][C:4]=1[O:3][C:2]([F:13])([F:14])[F:1])[C:8]([OH:10])=[O:9])([O-:17])=[O:16], predict the reactants needed to synthesize it. The reactants are: [F:1][C:2]([F:14])([F:13])[O:3][C:4]1[CH:12]=[CH:11][C:7]([C:8]([OH:10])=[O:9])=[CH:6][CH:5]=1.[N+:15]([O-])([OH:17])=[O:16].O. (5) Given the product [Cl:18][C:15]1[CH:16]=[CH:17][C:12]([C:10]2[C:9]3[C:4](=[CH:5][CH:6]=[CH:7][CH:8]=3)[C:3](=[O:19])[N:2]([NH:1][C:28](=[O:29])[CH2:27][C:23]3[CH:24]=[CH:25][CH:26]=[C:21]([CH3:20])[CH:22]=3)[N:11]=2)=[CH:13][CH:14]=1, predict the reactants needed to synthesize it. The reactants are: [NH2:1][N:2]1[N:11]=[C:10]([C:12]2[CH:17]=[CH:16][C:15]([Cl:18])=[CH:14][CH:13]=2)[C:9]2[C:4](=[CH:5][CH:6]=[CH:7][CH:8]=2)[C:3]1=[O:19].[CH3:20][C:21]1[CH:22]=[C:23]([CH2:27][C:28](O)=[O:29])[CH:24]=[CH:25][CH:26]=1. (6) Given the product [C:38]([NH:37][CH2:36][CH2:35][NH:34][C:29]([C:26]1[CH:27]=[CH:28][C:20]2[C:19]3[S:32][C:16]([C:14]([N:13]([C:3]4[CH:4]=[CH:5][C:6]([C:8](=[O:12])[N:9]([CH3:10])[CH3:11])=[CH:7][C:2]=4[Cl:1])[CH3:33])=[O:15])=[CH:17][C:18]=3[CH2:24][CH2:23][O:22][C:21]=2[CH:25]=1)=[O:31])(=[O:40])[CH3:39], predict the reactants needed to synthesize it. The reactants are: [Cl:1][C:2]1[CH:7]=[C:6]([C:8](=[O:12])[N:9]([CH3:11])[CH3:10])[CH:5]=[CH:4][C:3]=1[N:13]([CH3:33])[C:14]([C:16]1[S:32][C:19]2[C:20]3[CH:28]=[CH:27][C:26]([C:29]([OH:31])=O)=[CH:25][C:21]=3[O:22][CH2:23][CH2:24][C:18]=2[CH:17]=1)=[O:15].[NH2:34][CH2:35][CH2:36][NH:37][C:38](=[O:40])[CH3:39].CN(C(ON1N=NC2C=CC=NC1=2)=[N+](C)C)C.F[P-](F)(F)(F)(F)F.CCN(C(C)C)C(C)C. (7) Given the product [CH2:16]([O:18][C:19](=[O:30])[CH2:20][CH2:21][CH2:22][C:23]1[CH:24]=[CH:25][C:26]([N:29]2[CH2:13][C:5]3[C:4](=[CH:9][C:8]([N+:10]([O-:12])=[O:11])=[CH:7][CH:6]=3)[C:3]2=[O:15])=[CH:27][CH:28]=1)[CH3:17], predict the reactants needed to synthesize it. The reactants are: CO[C:3](=[O:15])[C:4]1[CH:9]=[C:8]([N+:10]([O-:12])=[O:11])[CH:7]=[CH:6][C:5]=1[CH2:13]Br.[CH2:16]([O:18][C:19](=[O:30])[CH2:20][CH2:21][CH2:22][C:23]1[CH:28]=[CH:27][C:26]([NH2:29])=[CH:25][CH:24]=1)[CH3:17].NC1C=CC=CC=1.